The task is: Predict the reactants needed to synthesize the given product.. This data is from Full USPTO retrosynthesis dataset with 1.9M reactions from patents (1976-2016). (1) The reactants are: [CH3:1][O:2][C:3]1[CH:9]=[CH:8][C:6]([NH2:7])=[CH:5][CH:4]=1.C(N(CC)CC)C.[Cl-].ClC1N(C)CC[NH+]1C.[CH3:26][O:27][C:28]1[C:29](=[O:52])[C:30]([CH3:51])=[C:31]([CH2:37][C:38]2[C:39]([O:47][C:48](=[O:50])[CH3:49])=[C:40]([CH:44]=[CH:45][CH:46]=2)[C:41](O)=[O:42])[C:32](=[O:36])[C:33]=1[O:34][CH3:35]. Given the product [CH3:26][O:27][C:28]1[C:29](=[O:52])[C:30]([CH3:51])=[C:31]([CH2:37][C:38]2[C:39]([O:47][C:48](=[O:50])[CH3:49])=[C:40]([CH:44]=[CH:45][CH:46]=2)[C:41]([NH:7][C:6]2[CH:8]=[CH:9][C:3]([O:2][CH3:1])=[CH:4][CH:5]=2)=[O:42])[C:32](=[O:36])[C:33]=1[O:34][CH3:35], predict the reactants needed to synthesize it. (2) Given the product [Cl:6][C:7]1[CH:17]=[C:16]([C:10]([C:11](=[O:12])[N:13]([CH3:14])[CH3:15])=[CH:9][N:8]=1)[C:1]([OH:3])=[O:2], predict the reactants needed to synthesize it. The reactants are: [CH:1]([OH:3])=[O:2].OO.[Cl:6][C:7]1[CH:17]=[C:16](C=O)[C:10]([C:11]([N:13]([CH3:15])[CH3:14])=[O:12])=[CH:9][N:8]=1.